This data is from Catalyst prediction with 721,799 reactions and 888 catalyst types from USPTO. The task is: Predict which catalyst facilitates the given reaction. (1) Reactant: C[Si](C)(C)[O:3][C@@H:4]1[C@@H:9]([O:10][Si](C)(C)C)[C@H:8]([O:15][Si](C)(C)C)[C@@H:7]([CH2:20][O:21][Si](C)(C)C)[O:6][C:5]1=[O:26]. Product: [CH2:20]([OH:21])[C@H:7]1[O:6][C:5](=[O:26])[C@H:4]([OH:3])[C@@H:9]([OH:10])[C@@H:8]1[OH:15]. The catalyst class is: 194. (2) Reactant: [N+:1]([C:4]1[CH:5]=[C:6]([O:10][C:11](=[O:14])[NH:12][CH3:13])[CH:7]=[CH:8][CH:9]=1)([O-])=O. Product: [NH2:1][C:4]1[CH:5]=[C:6]([O:10][C:11](=[O:14])[NH:12][CH3:13])[CH:7]=[CH:8][CH:9]=1. The catalyst class is: 19.